This data is from Aqueous solubility values for 9,982 compounds from the AqSolDB database. The task is: Regression/Classification. Given a drug SMILES string, predict its absorption, distribution, metabolism, or excretion properties. Task type varies by dataset: regression for continuous measurements (e.g., permeability, clearance, half-life) or binary classification for categorical outcomes (e.g., BBB penetration, CYP inhibition). For this dataset (solubility_aqsoldb), we predict Y. The molecule is CCCCCC1CCC(c2ccc(CCC)cc2)CC1. The Y is -6.77 log mol/L.